This data is from Full USPTO retrosynthesis dataset with 1.9M reactions from patents (1976-2016). The task is: Predict the reactants needed to synthesize the given product. (1) Given the product [CH2:22]([O:9][C:8]([C:5]1[CH:4]=[CH:3][C:2]([NH2:1])=[CH:7][N:6]=1)=[O:10])[CH3:23], predict the reactants needed to synthesize it. The reactants are: [NH2:1][C:2]1[CH:3]=[CH:4][C:5]([C:8]([OH:10])=[O:9])=[N:6][CH:7]=1.S(=O)(=O)(O)O.C([O-])([O-])=O.[Na+].[Na+].[CH2:22](O)[CH3:23]. (2) Given the product [CH2:1]([C:5]1[CH:10]=[CH:9][C:8]([C:11]#[C:12][C:13]2[CH:20]=[CH:19][C:16]([CH2:17][NH:27][CH2:21][CH2:22][CH2:23][CH2:24][CH2:25][CH3:26])=[CH:15][CH:14]=2)=[CH:7][CH:6]=1)[CH2:2][CH2:3][CH3:4], predict the reactants needed to synthesize it. The reactants are: [CH2:1]([C:5]1[CH:10]=[CH:9][C:8]([C:11]#[C:12][C:13]2[CH:20]=[CH:19][C:16]([CH:17]=O)=[CH:15][CH:14]=2)=[CH:7][CH:6]=1)[CH2:2][CH2:3][CH3:4].[CH2:21]([NH2:27])[CH2:22][CH2:23][CH2:24][CH2:25][CH3:26].C(O)(=O)C.C(O[BH-](OC(=O)C)OC(=O)C)(=O)C.[Na+].